From a dataset of Catalyst prediction with 721,799 reactions and 888 catalyst types from USPTO. Predict which catalyst facilitates the given reaction. (1) Reactant: [C:1]([O:5][C:6](=[O:23])[NH:7][CH:8]1[CH2:13][C@@H:12]([C:14]2[CH:19]=[CH:18][CH:17]=[CH:16][C:15]=2[CH3:20])[C@@H:11]([CH3:21])[NH:10][C:9]1=[O:22])([CH3:4])([CH3:3])[CH3:2].CN1C(=O)N(C)CCC1.C(O[Li])(C)(C)C.[C:39]([CH2:43]OS(C(F)(F)F)(=O)=O)([F:42])([F:41])[F:40]. Product: [C:1]([O:5][C:6](=[O:23])[NH:7][CH:8]1[CH2:13][C@@H:12]([C:14]2[CH:19]=[CH:18][CH:17]=[CH:16][C:15]=2[CH3:20])[C@@H:11]([CH3:21])[N:10]([CH2:43][C:39]([F:42])([F:41])[F:40])[C:9]1=[O:22])([CH3:2])([CH3:4])[CH3:3]. The catalyst class is: 1. (2) Reactant: [C:1]1([OH:7])[CH:6]=[CH:5][CH:4]=[CH:3][CH:2]=1.[O:8]=[P:9](Cl)([Cl:11])[Cl:10].CCN(CC)CC. Product: [P:9]([Cl:11])([Cl:10])(=[O:8])[O:7][C:1]1[CH:6]=[CH:5][CH:4]=[CH:3][CH:2]=1. The catalyst class is: 237. (3) Reactant: [C:1]([C:4]1[CH:9]=[CH:8][C:7]([C:10]2[CH:15]=[C:14]([CH2:16][C:17]([C:19]3[CH:24]=[CH:23][CH:22]=[C:21]([CH3:25])[N:20]=3)=[O:18])[CH:13]=[CH:12][N:11]=2)=[CH:6][CH:5]=1)([OH:3])=O.[NH2:26][CH:27]1[CH2:32][CH2:31][O:30][CH2:29][CH2:28]1. Product: [O:30]1[CH2:31][CH2:32][CH:27]([NH:26][C:1]([C:4]2[CH:9]=[CH:8][C:7]([C:10]3[CH:15]=[C:14]([CH2:16][C:17]([C:19]4[CH:24]=[CH:23][CH:22]=[C:21]([CH3:25])[N:20]=4)=[O:18])[CH:13]=[CH:12][N:11]=3)=[CH:6][CH:5]=2)=[O:3])[CH2:28][CH2:29]1. The catalyst class is: 61. (4) Reactant: O.O.[Sn](Cl)Cl.[NH2:6][C:7]1[C:16]([N+:17]([O-])=O)=[CH:15][CH:14]=[CH:13][C:8]=1[C:9]([O:11][CH3:12])=[O:10]. Product: [NH2:6][C:7]1[C:16]([NH2:17])=[CH:15][CH:14]=[CH:13][C:8]=1[C:9]([O:11][CH3:12])=[O:10]. The catalyst class is: 5. (5) Reactant: [CH2:1]([O:4][C:5]1[C:6]([CH2:20][CH3:21])=[C:7]([CH2:15][C:16]([O:18][CH3:19])=[O:17])[CH:8]=[C:9]([O:11][CH2:12][CH:13]=[CH2:14])[CH:10]=1)[CH:2]=[CH2:3].[OH:22][C:23]1[CH:31]=[CH:30][C:26]([C:27](O)=[O:28])=[CH:25][CH:24]=1.FC(F)(F)C(OC(=O)C(F)(F)F)=O.C(=O)([O-])O.[Na+]. Product: [CH2:1]([O:4][C:5]1[C:6]([CH2:20][CH3:21])=[C:7]([CH2:15][C:16]([O:18][CH3:19])=[O:17])[C:8]([C:27](=[O:28])[C:26]2[CH:30]=[CH:31][C:23]([OH:22])=[CH:24][CH:25]=2)=[C:9]([O:11][CH2:12][CH:13]=[CH2:14])[CH:10]=1)[CH:2]=[CH2:3]. The catalyst class is: 55. (6) Reactant: [CH2:1]([O:8][C:9]([N:11]1[CH2:16][CH2:15][C@@H:14]([NH2:17])[C@H:13]([OH:18])[CH2:12]1)=[O:10])[C:2]1[CH:7]=[CH:6][CH:5]=[CH:4][CH:3]=1.[CH:19]1([N:24]2[CH2:30][C:29]([F:32])([F:31])[C:28](=[O:33])[N:27]([CH3:34])[C:26]3[CH:35]=[N:36][C:37]([NH:39][C:40]4[CH:48]=[CH:47][C:43]([C:44](O)=[O:45])=[CH:42][C:41]=4[O:49][CH3:50])=[N:38][C:25]2=3)[CH2:23][CH2:22][CH2:21][CH2:20]1.F[P-](F)(F)(F)(F)F.CN(C(N(C)C)=[N+]1C2C=CC=CC=2[N+]([O-])=N1)C.C(N(C(C)C)CC)(C)C. Product: [CH2:1]([O:8][C:9]([N:11]1[CH2:16][CH2:15][CH:14]([NH:17][C:44](=[O:45])[C:43]2[CH:47]=[CH:48][C:40]([NH:39][C:37]3[N:36]=[CH:35][C:26]4[N:27]([CH3:34])[C:28](=[O:33])[C:29]([F:31])([F:32])[CH2:30][N:24]([CH:19]5[CH2:23][CH2:22][CH2:21][CH2:20]5)[C:25]=4[N:38]=3)=[C:41]([O:49][CH3:50])[CH:42]=2)[CH:13]([OH:18])[CH2:12]1)=[O:10])[C:2]1[CH:3]=[CH:4][CH:5]=[CH:6][CH:7]=1. The catalyst class is: 145. (7) Reactant: [B-].[Na+].O.[Cl:4][C:5]1[CH:6]=[C:7]([C:11]2[C:20]3[C:15](=[CH:16][CH:17]=[C:18]([C:21]([C:30]4[N:34]([CH3:35])[CH:33]=[N:32][CH:31]=4)([C:23]4[CH:28]=[CH:27][C:26]([CH3:29])=[CH:25][CH:24]=4)[NH2:22])[CH:19]=3)[N:14]3[N:36]=[N:37][N:38]=[C:13]3[N:12]=2)[CH:8]=[CH:9][CH:10]=1.C(Cl)Cl. Product: [Cl:4][C:5]1[CH:6]=[C:7]([CH:11]2[C:20]3[C:15](=[CH:16][CH:17]=[C:18]([C:21]([C:30]4[N:34]([CH3:35])[CH:33]=[N:32][CH:31]=4)([C:23]4[CH:24]=[CH:25][C:26]([CH3:29])=[CH:27][CH:28]=4)[NH2:22])[CH:19]=3)[N:14]3[N:36]=[N:37][N:38]=[C:13]3[NH:12]2)[CH:8]=[CH:9][CH:10]=1. The catalyst class is: 5. (8) Reactant: [CH3:1][O:2][C:3]1[CH:8]=[CH:7][C:6]([S:9](Cl)(=[O:11])=[O:10])=[C:5]([N+:13]([O-:15])=[O:14])[CH:4]=1.[NH2:16][C:17]1[CH:18]=[CH:19][C:20]2[CH2:24][O:23][B:22]([OH:25])[C:21]=2[CH:26]=1.C(N(CC)CC)C.C(OCC)(=O)C. Product: [OH:25][B:22]1[C:21]2[CH:26]=[C:17]([NH:16][S:9]([C:6]3[CH:7]=[CH:8][C:3]([O:2][CH3:1])=[CH:4][C:5]=3[N+:13]([O-:15])=[O:14])(=[O:11])=[O:10])[CH:18]=[CH:19][C:20]=2[CH2:24][O:23]1. The catalyst class is: 18. (9) The catalyst class is: 2. Reactant: C(O)(C(F)(F)F)=O.[O:8]1[CH2:13][CH2:12][O:11][C:10]2[CH:14]=[C:15]([C:18](=[O:36])[CH2:19][CH2:20][C:21]([C:23]3[CH:28]=[CH:27][C:26]([O:29]COCCOC)=[CH:25][CH:24]=3)=[O:22])[CH:16]=[CH:17][C:9]1=2. Product: [O:8]1[CH2:13][CH2:12][O:11][C:10]2[CH:14]=[C:15]([C:18](=[O:36])[CH2:19][CH2:20][C:21]([C:23]3[CH:24]=[CH:25][C:26]([OH:29])=[CH:27][CH:28]=3)=[O:22])[CH:16]=[CH:17][C:9]1=2. (10) Reactant: [CH3:1][C:2]1[C:3]([C:12]2[CH:13]=[CH:14][C:15]([NH2:18])=[N:16][CH:17]=2)=[CH:4][C:5]2[O:10][CH2:9][CH2:8][O:7][C:6]=2[CH:11]=1.[Cl-].[F:20][C:21]1[CH:26]=[CH:25][CH:24]=[C:23]([F:27])[CH:22]=1.[CH:28](N(C(C)C)CC)(C)C.[OH-:37].[Na+]. Product: [F:20][C:21]1[CH:26]=[CH:25][CH:24]=[C:23]([F:27])[C:22]=1[C:28]([NH:18][C:15]1[CH:14]=[CH:13][C:12]([C:3]2[C:2]([CH3:1])=[CH:11][C:6]3[O:7][CH2:8][CH2:9][O:10][C:5]=3[CH:4]=2)=[CH:17][N:16]=1)=[O:37]. The catalyst class is: 172.